Dataset: Forward reaction prediction with 1.9M reactions from USPTO patents (1976-2016). Task: Predict the product of the given reaction. (1) Given the reactants [Cl:1][C:2]1[CH:3]=[C:4]([C:8]2[CH:9]=[C:10]([CH2:16][C:17]3[CH:18]=[N:19][C:20]([OH:23])=[N:21][CH:22]=3)[CH:11]=[N:12][C:13]=2[O:14][CH3:15])[CH:5]=[CH:6][CH:7]=1.[F:24][C:25]([F:33])(S(F)(=O)=O)C(O)=O.C([O-])([O-])=O.[Na+].[Na+], predict the reaction product. The product is: [Cl:1][C:2]1[CH:3]=[C:4]([C:8]2[CH:9]=[C:10]([CH2:16][C:17]3[CH:22]=[N:21][C:20]([O:23][CH:25]([F:33])[F:24])=[N:19][CH:18]=3)[CH:11]=[N:12][C:13]=2[O:14][CH3:15])[CH:5]=[CH:6][CH:7]=1. (2) Given the reactants [CH2:1]([N:8]1[CH2:12][C@H:11]2[C@H:13]([NH2:16])[CH2:14][CH2:15][C@H:10]2[CH2:9]1)[C:2]1[CH:7]=[CH:6][CH:5]=[CH:4][CH:3]=1.[C:17]1([C@H:23]([CH2:27][CH3:28])[C:24](O)=[O:25])[CH:22]=[CH:21][CH:20]=[CH:19][CH:18]=1, predict the reaction product. The product is: [CH2:1]([N:8]1[CH2:12][C@@H:11]2[C@@H:13]([NH:16][C:24](=[O:25])[CH:23]([CH:17]3[CH2:22][CH2:21][CH2:20][CH2:19][CH2:18]3)[CH:27]3[CH2:28][CH2:4][CH2:3][CH2:2][CH2:1]3)[CH2:14][CH2:15][C@@H:10]2[CH2:9]1)[C:2]1[CH:3]=[CH:4][CH:5]=[CH:6][CH:7]=1. (3) The product is: [C:1]([O:5][C:6](=[O:27])[NH:7][C@@H:8]1[C:17]2[C:12](=[CH:13][CH:14]=[CH:15][CH:16]=2)[C@H:11]([O:18][C:19]2[CH:24]=[CH:23][N:22]=[C:21]([NH:25][NH:26][C:35](=[O:39])[CH:36]([CH3:38])[CH3:37])[CH:20]=2)[CH2:10][CH2:9]1)([CH3:4])([CH3:2])[CH3:3]. Given the reactants [C:1]([O:5][C:6](=[O:27])[NH:7][C@@H:8]1[C:17]2[C:12](=[CH:13][CH:14]=[CH:15][CH:16]=2)[C@H:11]([O:18][C:19]2[CH:24]=[CH:23][N:22]=[C:21]([NH:25][NH2:26])[CH:20]=2)[CH2:10][CH2:9]1)([CH3:4])([CH3:3])[CH3:2].C(N(CC)CC)C.[C:35](Cl)(=[O:39])[CH:36]([CH3:38])[CH3:37], predict the reaction product. (4) Given the reactants [Br:1][C:2]1[C:3]([NH2:10])=[C:4]([NH2:9])[C:5]([Br:8])=[CH:6][CH:7]=1.C(O)C.[Se:14](=O)=O, predict the reaction product. The product is: [Br:1][C:2]1[C:3]2[C:4](=[N:9][Se:14][N:10]=2)[C:5]([Br:8])=[CH:6][CH:7]=1. (5) The product is: [Cl:8][C:7]1[C:2]([Cl:1])=[C:3]([S:25](=[O:27])(=[O:26])[NH:28][C@@H:29]([CH3:34])[C:30]([F:32])([F:31])[F:33])[CH:4]=[CH:5][C:6]=1[C:9]1[S:13][C:12]([C:14]2[CH:18]=[C:17]([C:19]([OH:22])([CH3:20])[CH3:21])[O:16][N:15]=2)=[N:11][C:10]=1[C:23]([OH:37])=[O:24]. Given the reactants [Cl:1][C:2]1[C:7]([Cl:8])=[C:6]([C:9]2[S:13][C:12]([C:14]3[CH:18]=[C:17]([C:19]([OH:22])([CH3:21])[CH3:20])[O:16][N:15]=3)=[N:11][C:10]=2[CH2:23][OH:24])[CH:5]=[CH:4][C:3]=1[S:25]([NH:28][C@@H:29]([CH3:34])[C:30]([F:33])([F:32])[F:31])(=[O:27])=[O:26].C(O)(=[O:37])C.C(O)(=O)C.IC1C=CC=CC=1.CC1(C)N([O])C(C)(C)CCC1, predict the reaction product.